From a dataset of Full USPTO retrosynthesis dataset with 1.9M reactions from patents (1976-2016). Predict the reactants needed to synthesize the given product. (1) Given the product [CH3:1][O:2][CH2:3][C:4]([C:5]1[O:9][N:8]=[C:7]([NH2:20])[CH:6]=1)([CH3:11])[CH3:10], predict the reactants needed to synthesize it. The reactants are: [CH3:1][O:2][CH2:3][C:4]([CH3:11])([CH3:10])[C:5](=[O:9])[CH2:6][C:7]#[N:8].[OH-].[Na+].S(O)(O)(=O)=O.O[NH2:20].Cl. (2) Given the product [CH3:23][N:24]([CH3:25])[C:14]([C:9]1[C:8]2[C:7]([C:17](=[O:22])[C:18]([F:21])([F:20])[F:19])=[CH:6][N:5]([CH2:4][CH2:3][O:2][CH3:1])[C:13]=2[CH:12]=[CH:11][CH:10]=1)=[O:15], predict the reactants needed to synthesize it. The reactants are: [CH3:1][O:2][CH2:3][CH2:4][N:5]1[C:13]2[CH:12]=[CH:11][CH:10]=[C:9]([C:14](O)=[O:15])[C:8]=2[C:7]([C:17](=[O:22])[C:18]([F:21])([F:20])[F:19])=[CH:6]1.[CH3:23][NH:24][CH3:25]. (3) Given the product [C:19]([O:27][CH2:28][CH2:29][O:30][C:31]1[CH:36]=[C:35]([CH2:37][N:3]2[CH2:8][CH2:7][CH2:6][C@@H:5]([NH:9][C:10]3[CH:11]=[C:12]4[C:16](=[CH:17][CH:18]=3)[NH:15][N:14]=[CH:13]4)[CH2:4]2)[CH:34]=[CH:33][C:32]=1[CH3:39])(=[O:26])[C:20]1[CH:21]=[CH:22][CH:23]=[CH:24][CH:25]=1, predict the reactants needed to synthesize it. The reactants are: Cl.Cl.[NH:3]1[CH2:8][CH2:7][CH2:6][C@@H:5]([NH:9][C:10]2[CH:11]=[C:12]3[C:16](=[CH:17][CH:18]=2)[NH:15][N:14]=[CH:13]3)[CH2:4]1.[C:19]([O:27][CH2:28][CH2:29][O:30][C:31]1[CH:36]=[C:35]([CH:37]=O)[CH:34]=[CH:33][C:32]=1[CH3:39])(=[O:26])[C:20]1[CH:25]=[CH:24][CH:23]=[CH:22][CH:21]=1.C(O[BH-](OC(=O)C)OC(=O)C)(=O)C.[Na+]. (4) Given the product [Br:1][C:2]1[CH:6]=[C:5]([C:7]2[CH:12]=[CH:11][CH:10]=[CH:9][CH:8]=2)[N:4]([CH2:16][CH:17]2[CH2:19][CH2:18]2)[N:3]=1.[Br:1][C:2]1[N:3]([CH2:16][CH:17]2[CH2:19][CH2:18]2)[N:4]=[C:5]([C:7]2[CH:12]=[CH:11][CH:10]=[CH:9][CH:8]=2)[CH:6]=1, predict the reactants needed to synthesize it. The reactants are: [Br:1][C:2]1[CH:6]=[C:5]([C:7]2[CH:12]=[CH:11][CH:10]=[CH:9][CH:8]=2)[NH:4][N:3]=1.[H-].[Na+].Br[CH2:16][CH:17]1[CH2:19][CH2:18]1.O. (5) Given the product [Cl:11][C:3]1[C:4]([O:9][CH3:10])=[C:5]([Cl:8])[CH:6]=[CH:7][C:2]=1[B:21]([OH:22])[OH:20], predict the reactants needed to synthesize it. The reactants are: Br[C:2]1[CH:7]=[CH:6][C:5]([Cl:8])=[C:4]([O:9][CH3:10])[C:3]=1[Cl:11].C([Li])CCC.C([O:20][B:21](OC(C)C)[O:22]C(C)C)(C)C.C(Cl)(=O)C. (6) Given the product [F:6][C:7]([F:38])([F:37])[C:8]1[CH:9]=[C:10]([CH:30]=[C:31]([C:33]([F:36])([F:35])[F:34])[CH:32]=1)[CH2:11][N:12]([CH3:29])[C:13](=[O:28])[C:14]1[C:19]([C:20]2[CH:25]=[CH:24][CH:23]=[CH:22][C:21]=2[CH3:26])=[CH:18][C:17]([CH:39]([OH:46])[C:40]2[CH:45]=[CH:44][CH:43]=[CH:42][CH:41]=2)=[N:16][CH:15]=1, predict the reactants needed to synthesize it. The reactants are: C([Mg]Br)(C)C.[F:6][C:7]([F:38])([F:37])[C:8]1[CH:9]=[C:10]([CH:30]=[C:31]([C:33]([F:36])([F:35])[F:34])[CH:32]=1)[CH2:11][N:12]([CH3:29])[C:13](=[O:28])[C:14]1[C:19]([C:20]2[CH:25]=[CH:24][CH:23]=[CH:22][C:21]=2[CH3:26])=[CH:18][C:17](I)=[N:16][CH:15]=1.[CH:39](=[O:46])[C:40]1[CH:45]=[CH:44][CH:43]=[CH:42][CH:41]=1.[Cl-].[NH4+].